Dataset: Catalyst prediction with 721,799 reactions and 888 catalyst types from USPTO. Task: Predict which catalyst facilitates the given reaction. Reactant: FC(F)(F)C(O)=O.[C:8]([C:10]1[CH:23]=[C:22]([F:24])[CH:21]=[CH:20][C:11]=1[O:12][CH2:13][CH:14]([NH:16]C(=O)[O-])[CH3:15])#[N:9]. Product: [NH2:16][CH:14]([CH3:15])[CH2:13][O:12][C:11]1[CH:20]=[CH:21][C:22]([F:24])=[CH:23][C:10]=1[C:8]#[N:9]. The catalyst class is: 2.